From a dataset of Forward reaction prediction with 1.9M reactions from USPTO patents (1976-2016). Predict the product of the given reaction. (1) Given the reactants [CH:1]1([C:6]([N:8]2[CH2:13][CH2:12][NH:11][CH2:10][CH2:9]2)=[O:7])[CH2:5][CH2:4][CH2:3][CH2:2]1.[Cl:14][C:15]1[N:24]=[C:23]([NH:25][NH2:26])[C:22]2[C:17](=[CH:18][C:19]([O:29][CH3:30])=[C:20]([O:27][CH3:28])[CH:21]=2)[N:16]=1, predict the reaction product. The product is: [ClH:14].[NH:25]([C:23]1[C:22]2[C:17](=[CH:18][C:19]([O:29][CH3:30])=[C:20]([O:27][CH3:28])[CH:21]=2)[N:16]=[C:15]([N:11]2[CH2:10][CH2:9][N:8]([C:6]([CH:1]3[CH2:2][CH2:3][CH2:4][CH2:5]3)=[O:7])[CH2:13][CH2:12]2)[N:24]=1)[NH2:26]. (2) Given the reactants [O:1]=[C:2]1[N:7]([CH2:8][C:9]([OH:11])=O)[N:6]=[N:5][C:4]2[CH:12]=[CH:13][CH:14]=[CH:15][C:3]1=2.[C:16]1([CH3:25])[CH:21]=[CH:20][C:19]([C@H:22]([NH2:24])[CH3:23])=[CH:18][CH:17]=1, predict the reaction product. The product is: [O:1]=[C:2]1[N:7]([CH2:8][C:9]([NH:24][C@@H:22]([C:19]2[CH:20]=[CH:21][C:16]([CH3:25])=[CH:17][CH:18]=2)[CH3:23])=[O:11])[N:6]=[N:5][C:4]2[CH:12]=[CH:13][CH:14]=[CH:15][C:3]1=2. (3) Given the reactants [F:1][C:2]1[CH:7]=[CH:6][C:5]([C:8]([C:10]2[N:19]=[C:18]([NH:20][C:21]3[CH:25]=[C:24]([CH3:26])[NH:23][N:22]=3)[C:17]3[C:12](=[CH:13][CH:14]=[CH:15][CH:16]=3)[N:11]=2)=[O:9])=[CH:4][CH:3]=1.C(O)(C)C.O, predict the reaction product. The product is: [F:1][C:2]1[CH:7]=[CH:6][C:5]([CH:8]([C:10]2[N:19]=[C:18]([NH:20][C:21]3[CH:25]=[C:24]([CH3:26])[NH:23][N:22]=3)[C:17]3[C:12](=[CH:13][CH:14]=[CH:15][CH:16]=3)[N:11]=2)[OH:9])=[CH:4][CH:3]=1. (4) The product is: [Si:22]([O:17][CH2:16][C:14]1[N:15]=[C:11](/[CH:3]=[CH:4]/[C:5]2[CH:6]=[CH:7][CH:8]=[CH:9][CH:10]=2)[O:12][CH:13]=1)([C:18]([CH3:21])([CH3:20])[CH3:19])([CH3:24])[CH3:23]. Given the reactants N#N.[CH:3](/[C:11]1[O:12][CH:13]=[C:14]([CH2:16][OH:17])[N:15]=1)=[CH:4]\[C:5]1[CH:10]=[CH:9][CH:8]=[CH:7][CH:6]=1.[C:18]([Si:22](Cl)([CH3:24])[CH3:23])([CH3:21])([CH3:20])[CH3:19].N1C=CN=C1, predict the reaction product. (5) Given the reactants [CH:1]1([NH:7][C:8]2[N:16]=[C:15]([NH:17][C:18]3[CH:23]=[CH:22][C:21]([N:24]4[CH2:29][CH2:28][NH:27][CH2:26][CH2:25]4)=[CH:20][C:19]=3[O:30][CH3:31])[N:14]=[C:13]3[C:9]=2[N:10]=[CH:11][NH:12]3)[CH2:6][CH2:5][CH2:4][CH2:3][CH2:2]1.C(N(C(C)C)CC)(C)C.[CH:41]([S:44](Cl)(=[O:46])=[O:45])([CH3:43])[CH3:42], predict the reaction product. The product is: [CH:1]1([NH:7][C:8]2[N:16]=[C:15]([NH:17][C:18]3[CH:23]=[CH:22][C:21]([N:24]4[CH2:25][CH2:26][N:27]([S:44]([CH:41]([CH3:43])[CH3:42])(=[O:46])=[O:45])[CH2:28][CH2:29]4)=[CH:20][C:19]=3[O:30][CH3:31])[N:14]=[C:13]3[C:9]=2[N:10]=[CH:11][NH:12]3)[CH2:2][CH2:3][CH2:4][CH2:5][CH2:6]1. (6) Given the reactants CC1(C)C[O:35][C:5]2([CH2:9][C@@H:8]([CH2:10][C@H:11]([C:26]3[CH:31]=[CH:30][C:29]([S:32][CH3:33])=[C:28]([CH3:34])[CH:27]=3)[C:12](N([C@H](C)[C@H](O)C3C=CC=CC=3)C)=[O:13])[CH2:7][CH2:6]2)OC1.S(=O)(=O)(O)[OH:39], predict the reaction product. The product is: [CH3:34][C:28]1[CH:27]=[C:26]([C@@H:11]([CH2:10][C@H:8]2[CH2:7][CH2:6][C:5](=[O:35])[CH2:9]2)[C:12]([OH:39])=[O:13])[CH:31]=[CH:30][C:29]=1[S:32][CH3:33]. (7) Given the reactants [F:1][CH:2]([N:32]1[CH2:37][CH2:36][NH:35][CH2:34][CH2:33]1)[C:3]1[CH:8]=[CH:7][C:6]([C:9]([NH:11][C:12]2[CH:17]=[CH:16][C:15]([CH3:18])=[C:14]([NH:19][C:20]3[N:25]=[C:24]([C:26]4[CH:27]=[N:28][CH:29]=[CH:30][CH:31]=4)[CH:23]=[CH:22][N:21]=3)[CH:13]=2)=[O:10])=[CH:5][CH:4]=1.[CH3:38][CH:39]=O, predict the reaction product. The product is: [CH2:38]([N:35]1[CH2:34][CH2:33][N:32]([CH:2]([F:1])[C:3]2[CH:8]=[CH:7][C:6]([C:9]([NH:11][C:12]3[CH:17]=[CH:16][C:15]([CH3:18])=[C:14]([NH:19][C:20]4[N:25]=[C:24]([C:26]5[CH:27]=[N:28][CH:29]=[CH:30][CH:31]=5)[CH:23]=[CH:22][N:21]=4)[CH:13]=3)=[O:10])=[CH:5][CH:4]=2)[CH2:37][CH2:36]1)[CH3:39]. (8) Given the reactants [Cl:1][C:2]1[C:7]([F:8])=[CH:6][CH:5]=[C:4]([Cl:9])[C:3]=1[CH:10]([O:12][C:13]1[C:14]([NH2:20])=[N:15][CH:16]=[C:17](I)[CH:18]=1)[CH3:11].[C:21]([O:25][C:26](=[O:31])[NH:27][CH2:28][C:29]#[CH:30])([CH3:24])([CH3:23])[CH3:22], predict the reaction product. The product is: [C:21]([O:25][C:26](=[O:31])[NH:27][CH2:28][C:29]#[C:30][C:17]1[CH:16]=[N:15][C:14]([NH2:20])=[C:13]([O:12][CH:10]([C:3]2[C:4]([Cl:9])=[CH:5][CH:6]=[C:7]([F:8])[C:2]=2[Cl:1])[CH3:11])[CH:18]=1)([CH3:24])([CH3:23])[CH3:22]. (9) Given the reactants [NH2:1][C:2]1[CH:7]=[CH:6][C:5]([N:8]2[C:14](=[O:15])[CH2:13][C:12](=[O:16])[NH:11][C:10]3[C:17]4[CH2:18][CH2:19][CH2:20][CH2:21][C:22]=4[CH:23]=[CH:24][C:9]2=3)=[CH:4][CH:3]=1.[N+:25]([C:28]1[CH:33]=[CH:32][CH:31]=[CH:30][C:29]=1[S:34](Cl)(=[O:36])=[O:35])([O-:27])=[O:26], predict the reaction product. The product is: [O:16]=[C:12]1[NH:11][C:10]2[C:17]3[CH2:18][CH2:19][CH2:20][CH2:21][C:22]=3[CH:23]=[CH:24][C:9]=2[N:8]([C:5]2[CH:4]=[CH:3][C:2]([NH:1][S:34]([C:29]3[CH:30]=[CH:31][CH:32]=[CH:33][C:28]=3[N+:25]([O-:27])=[O:26])(=[O:35])=[O:36])=[CH:7][CH:6]=2)[C:14](=[O:15])[CH2:13]1.